This data is from CYP1A2 inhibition data for predicting drug metabolism from PubChem BioAssay. The task is: Regression/Classification. Given a drug SMILES string, predict its absorption, distribution, metabolism, or excretion properties. Task type varies by dataset: regression for continuous measurements (e.g., permeability, clearance, half-life) or binary classification for categorical outcomes (e.g., BBB penetration, CYP inhibition). Dataset: cyp1a2_veith. (1) The molecule is CCOC(=O)c1sc(NC(=O)CSc2n[nH]c(-c3ccc(Cl)cc3Cl)n2)c(C#N)c1C. The result is 1 (inhibitor). (2) The drug is Cc1ccc(S(=O)(=O)N[C@@H](CCc2ccccc2)CC(=O)C(C)(C)C)cc1. The result is 0 (non-inhibitor).